From a dataset of Full USPTO retrosynthesis dataset with 1.9M reactions from patents (1976-2016). Predict the reactants needed to synthesize the given product. (1) Given the product [CH3:1][N:2]1[CH2:3][CH2:4][N:5]([CH2:8][C:9]2[CH:10]=[CH:11][C:12]([C:15]3[CH:16]=[CH:17][C:18]([CH2:21][CH2:22][C:23]([C:25]4[O:26][C:27]([C:30]5[N:35]=[C:34]([C:36]([OH:38])=[O:37])[CH:33]=[CH:32][CH:31]=5)=[CH:28][N:29]=4)=[O:24])=[CH:19][CH:20]=3)=[CH:13][CH:14]=2)[CH2:6][CH2:7]1, predict the reactants needed to synthesize it. The reactants are: [CH3:1][N:2]1[CH2:7][CH2:6][N:5]([CH2:8][C:9]2[CH:14]=[CH:13][C:12]([C:15]3[CH:20]=[CH:19][C:18]([CH2:21][CH2:22][C:23]([C:25]4[O:26][C:27]([C:30]5[N:35]=[C:34]([C:36]([O:38]C)=[O:37])[CH:33]=[CH:32][CH:31]=5)=[CH:28][N:29]=4)=[O:24])=[CH:17][CH:16]=3)=[CH:11][CH:10]=2)[CH2:4][CH2:3]1.[Li+].[OH-].Cl. (2) Given the product [O:1]1[CH:5]=[CH:4][CH:3]=[C:2]1[C:6]1[O:7][C:8]([CH3:39])=[C:9]([CH2:11][O:12][C:13]2[CH:36]=[CH:35][C:16]([CH2:17][O:18][C:19]3[C:23]([CH2:24][OH:25])=[CH:22][N:21]([C:29]4[CH:30]=[CH:31][CH:32]=[CH:33][CH:34]=4)[N:20]=3)=[CH:15][C:14]=2[O:37][CH3:38])[N:10]=1, predict the reactants needed to synthesize it. The reactants are: [O:1]1[CH:5]=[CH:4][CH:3]=[C:2]1[C:6]1[O:7][C:8]([CH3:39])=[C:9]([CH2:11][O:12][C:13]2[CH:36]=[CH:35][C:16]([CH2:17][O:18][C:19]3[C:23]([C:24](OCC)=[O:25])=[CH:22][N:21]([C:29]4[CH:34]=[CH:33][CH:32]=[CH:31][CH:30]=4)[N:20]=3)=[CH:15][C:14]=2[O:37][CH3:38])[N:10]=1.[H-].[Al+3].[Li+].[H-].[H-].[H-].O.O.O.O.O.O.O.O.O.O.S([O-])([O-])(=O)=O.[Na+].[Na+]. (3) Given the product [CH2:1]([C:8]1[CH:17]=[C:16]2[C:11]([C:12]([OH:28])=[C:13]([C:23]([NH:33][CH:29]3[CH2:32][CH2:31][CH2:30]3)=[O:24])[C:14](=[O:22])[N:15]2[CH2:18][CH:19]2[CH2:21][CH2:20]2)=[N:10][CH:9]=1)[C:2]1[CH:3]=[CH:4][CH:5]=[CH:6][CH:7]=1, predict the reactants needed to synthesize it. The reactants are: [CH2:1]([C:8]1[CH:17]=[C:16]2[C:11]([C:12]([OH:28])=[C:13]([C:23](OCC)=[O:24])[C:14](=[O:22])[N:15]2[CH2:18][CH:19]2[CH2:21][CH2:20]2)=[N:10][CH:9]=1)[C:2]1[CH:7]=[CH:6][CH:5]=[CH:4][CH:3]=1.[CH:29]1([NH2:33])[CH2:32][CH2:31][CH2:30]1. (4) Given the product [C:1]1([CH2:13][CH2:14][C:15]([NH2:16])=[O:17])[C:11]2=[C:12]3[C:7](=[CH:8][CH:9]=[CH:10]2)[CH2:6][CH2:5][CH2:4][N:3]3[CH:2]=1, predict the reactants needed to synthesize it. The reactants are: [C:1]1([CH2:13][CH2:14][C:15]#[N:16])[C:11]2=[C:12]3[C:7](=[CH:8][CH:9]=[CH:10]2)[CH2:6][CH2:5][CH2:4][N:3]3[CH:2]=1.[OH2:17].